Dataset: Reaction yield outcomes from USPTO patents with 853,638 reactions. Task: Predict the reaction yield, written as a fraction of the theoretical maximum amount of product (1.0 means a 100% yield; for example, 0.34 means a 34% yield). (1) The reactants are [H-].[Na+].[F:3][C:4]([F:13])([F:12])[C:5]1([C:8](OC)=[O:9])[CH2:7][CH2:6]1.[C:14](#[N:16])[CH3:15]. The catalyst is C1COCC1. The product is [O:9]=[C:8]([C:5]1([C:4]([F:13])([F:12])[F:3])[CH2:7][CH2:6]1)[CH2:15][C:14]#[N:16]. The yield is 0.490. (2) The reactants are Cl.[F:2][C:3]1[CH:10]=[CH:9][CH:8]=[C:7]([O:11][CH2:12][CH:13]2[CH2:18][CH2:17][NH:16][CH2:15][CH2:14]2)[C:4]=1[C:5]#[N:6].[Cl:19][C:20]1[CH:21]=[C:22]([CH:26]=[CH:27][CH:28]=1)[C:23](Cl)=[O:24].C(N(CC)CC)C. No catalyst specified. The product is [Cl:19][C:20]1[CH:21]=[C:22]([CH:26]=[CH:27][CH:28]=1)[C:23]([N:16]1[CH2:17][CH2:18][CH:13]([CH2:12][O:11][C:7]2[CH:8]=[CH:9][CH:10]=[C:3]([F:2])[C:4]=2[C:5]#[N:6])[CH2:14][CH2:15]1)=[O:24]. The yield is 0.770. (3) The reactants are [F:1][C:2]1[CH:3]=[CH:4][C:5]([NH:8][NH2:9])=[N:6][CH:7]=1.[CH3:10][C:11]([O:14][C:15]([N:17]1[CH2:21][C@H:20]([C:22](O)=[O:23])[CH2:19][CH2:18]1)=[O:16])([CH3:13])[CH3:12].C1C=CC2N(O)N=NC=2C=1.C(Cl)CCl. The catalyst is C(Cl)Cl.O. The product is [C:11]([O:14][C:15]([N:17]1[CH2:18][CH2:19][C@@H:20]([C:22]([NH:9][NH:8][C:5]2[CH:4]=[CH:3][C:2]([F:1])=[CH:7][N:6]=2)=[O:23])[CH2:21]1)=[O:16])([CH3:13])([CH3:12])[CH3:10]. The yield is 0.910. (4) The reactants are Cl.Cl.Cl.Cl.Cl.[Cl:6][C:7]1[N:12]=[C:11]([N:13]2[CH2:17][CH2:16][CH:15]([N:18]([CH3:20])[CH3:19])[C:14]2([CH3:22])[CH3:21])[C:10]([F:23])=[C:9]([NH:24][NH2:25])[N:8]=1.[CH:26]1([CH2:31][C@H:32]([CH2:36][N:37]([CH:46]=[O:47])[O:38][CH2:39][C:40]2[CH:45]=[CH:44][CH:43]=[CH:42][CH:41]=2)[C:33](O)=[O:34])[CH2:30][CH2:29][CH2:28][CH2:27]1.CN1CCOCC1.ON1C2N=CC=CC=2N=N1.C(Cl)CCl. The catalyst is CN(C=O)C. The product is [Cl:6][C:7]1[N:8]=[C:9]([NH:24][NH:25][C:33](=[O:34])[C@H:32]([CH2:31][CH:26]2[CH2:27][CH2:28][CH2:29][CH2:30]2)[CH2:36][N:37]([O:38][CH2:39][C:40]2[CH:41]=[CH:42][CH:43]=[CH:44][CH:45]=2)[CH:46]=[O:47])[C:10]([F:23])=[C:11]([N:13]2[CH2:17][CH2:16][CH:15]([N:18]([CH3:20])[CH3:19])[C:14]2([CH3:21])[CH3:22])[N:12]=1. The yield is 0.420. (5) The reactants are [CH:1]([NH:3][NH2:4])=O.[N:5]([CH2:8][C:9]1[O:10][CH:11]=[CH:12][CH:13]=1)=[C:6]=[S:7].C(O)C. The catalyst is N1C=CC=CC=1. The product is [O:10]1[CH:11]=[CH:12][CH:13]=[C:9]1[CH2:8][N:5]1[CH:1]=[N:3][N:4]=[C:6]1[SH:7]. The yield is 0.830. (6) The reactants are Br[CH:2]1[CH2:6][CH2:5][CH2:4][CH2:3]1.[O:7]=[CH:8][C:9]1[CH:17]=[CH:16][C:14]([OH:15])=[C:11]([O:12][CH3:13])[CH:10]=1.C(=O)([O-])[O-].[K+].[K+]. The catalyst is CCO. The product is [CH:2]1([O:15][C:14]2[CH:16]=[CH:17][C:9]([CH:8]=[O:7])=[CH:10][C:11]=2[O:12][CH3:13])[CH2:6][CH2:5][CH2:4][CH2:3]1. The yield is 0.980.